This data is from Forward reaction prediction with 1.9M reactions from USPTO patents (1976-2016). The task is: Predict the product of the given reaction. (1) Given the reactants CO.Cl.CON.[Cl:7][C:8]1[CH:32]=[CH:31][C:11]([CH2:12][O:13][C@@H:14]2[C@@H:18]([CH2:19][O:20][CH2:21][C:22]3[CH:27]=[CH:26][C:25]([Cl:28])=[CH:24][CH:23]=3)[O:17][CH:16]([OH:29])[C@H:15]2[F:30])=[CH:10][CH:9]=1.C(N(CC)CC)C, predict the reaction product. The product is: [Cl:7][C:8]1[CH:32]=[CH:31][C:11]([CH2:12][O:13][C@H:14]([C@H:18]([OH:17])[CH2:19][O:20][CH2:21][C:22]2[CH:23]=[CH:24][C:25]([Cl:28])=[CH:26][CH:27]=2)[C@@H:15]([F:30])[CH:16]=[O:29])=[CH:10][CH:9]=1. (2) Given the reactants [CH3:1][O:2][C:3]1[CH:11]=[C:10]2[C:6]([C:7]([C:12](=[O:16])[CH:13]([CH3:15])[CH3:14])=[N:8][NH:9]2)=[CH:5][CH:4]=1.Br[CH2:18][C:19]([O:21][CH2:22][CH3:23])=[O:20].CCOC(C)=O, predict the reaction product. The product is: [C:12]([C:7]1[C:6]2[C:10](=[CH:11][C:3]([O:2][CH3:1])=[CH:4][CH:5]=2)[N:9]([CH2:18][C:19]([O:21][CH2:22][CH3:23])=[O:20])[N:8]=1)(=[O:16])[CH:13]([CH3:14])[CH3:15].